Dataset: Drug-target binding data from BindingDB using Ki measurements. Task: Regression. Given a target protein amino acid sequence and a drug SMILES string, predict the binding affinity score between them. We predict pKi (pKi = -log10(Ki in M); higher means stronger inhibition). Dataset: bindingdb_ki. (1) The small molecule is Nc1ncnc2c1ncn2C1OC(COS(=O)(=O)NC(=O)c2ccccc2O)C(O)C1O. The target protein (P71716) has sequence MPPKAADGRRPSPDGGLGGFVPFPADRAASYRAAGYWSGRTLDTVLSDAARRWPDRLAVADAGDRPGHGGLSYAELDQRADRAAAALHGLGITPGDRVLLQLPNGCQFAVALFALLRAGAIPVMCLPGHRAAELGHFAAVSAATGLVVADVASGFDYRPMARELVADHPTLRHVIVDGDPGPFVSWAQLCAQAGTGSPAPPADPGSPALLLVSGGTTGMPKLIPRTHDDYVFNATASAALCRLSADDVYLVVLAAGHNFPLACPGLLGAMTVGATAVFAPDPSPEAAFAAIERHGVTVTALVPALAKLWAQSCEWEPVTPKSLRLLQVGGSKLEPEDARRVRTALTPGLQQVFGMAEGLLNFTRIGDPPEVVEHTQGRPLCPADELRIVNADGEPVGPGEEGELLVRGPYTLNGYFAAERDNERCFDPDGFYRSGDLVRRRDDGNLVVTGRVKDVICRAGETIAASDLEEQLLSHPAIFSAAAVGLPDQYLGEKICAAVV.... The pKi is 8.3. (2) The target protein sequence is AGDADGLLAGRGPGAGTPGTPGAAAALAGGVLLIGAVLAGNALVCASVAAERALQTPTNYFIVSLAAADLLLALLVLPLFVYSEVQGGVWLFSPGLCDALMAMDVMLCTASIFNLCAISVDRFVAVAVPLSYNRQGGGGRQLLLIGATWLLSAAVAAPVLCGLNDARGRDPAVCRLEDRDYVVYSSVCSFFLPCPLMLLLYWATFRGLRRWEAARRAKLHGRTPRRPSGPGPPPPDGSPDGTPGPPPPDGSPDGTSDGTPGPPPPDGSPDGTPGPPPPDGSPDDNPRPPPPDSSPGPPPPEVTPDDTPDATPRPLPPAADAAAPPPADPAEPPRQPRKRRRAKITGRERKAMRVLPVVVGAFLLCWTPFFVVHITRALCPACPVPPRLVSAVTWLGYVNSALNPLIYTVFNAEFRAVFRKA. The pKi is 8.9. The small molecule is CCCN1CCO[C@@H]2c3cc(O)ccc3CC[C@H]21.